The task is: Regression. Given two drug SMILES strings and cell line genomic features, predict the synergy score measuring deviation from expected non-interaction effect.. This data is from NCI-60 drug combinations with 297,098 pairs across 59 cell lines. Drug 1: C1CCN(CC1)CCOC2=CC=C(C=C2)C(=O)C3=C(SC4=C3C=CC(=C4)O)C5=CC=C(C=C5)O. Drug 2: B(C(CC(C)C)NC(=O)C(CC1=CC=CC=C1)NC(=O)C2=NC=CN=C2)(O)O. Cell line: MDA-MB-435. Synergy scores: CSS=-2.39, Synergy_ZIP=2.30, Synergy_Bliss=3.54, Synergy_Loewe=0.704, Synergy_HSA=-0.795.